This data is from Reaction yield outcomes from USPTO patents with 853,638 reactions. The task is: Predict the reaction yield, written as a fraction of the theoretical maximum amount of product (1.0 means a 100% yield; for example, 0.34 means a 34% yield). (1) The reactants are [C:1]([NH:4][C:5]1[CH:9]=[C:8]([Cl:10])[NH:7][C:6]=1[C:11]([O:13][CH2:14][CH3:15])=[O:12])(=[O:3])[CH3:2].[Br:16][C:17]1[CH:22]=[CH:21][C:20](B(O)O)=[CH:19][CH:18]=1.CCN(CC)CC. The catalyst is C(Cl)Cl.C([O-])(=O)C.[Cu+2].C([O-])(=O)C. The product is [C:1]([NH:4][C:5]1[CH:9]=[C:8]([Cl:10])[N:7]([C:20]2[CH:21]=[CH:22][C:17]([Br:16])=[CH:18][CH:19]=2)[C:6]=1[C:11]([O:13][CH2:14][CH3:15])=[O:12])(=[O:3])[CH3:2]. The yield is 0.990. (2) The reactants are [CH:1](O)=O.[CH2:4]([O:11][C:12]([N:14]1[CH2:19][CH2:18][NH:17][CH2:16][CH:15]1[C:20]([C:22]1[O:23][C:24]2[CH:30]=[CH:29][C:28]([F:31])=[CH:27][C:25]=2[CH:26]=1)=[O:21])=[O:13])[C:5]1[CH:10]=[CH:9][CH:8]=[CH:7][CH:6]=1.C=O.[OH-].[Na+]. The catalyst is O. The product is [CH2:4]([O:11][C:12]([N:14]1[CH2:19][CH2:18][N:17]([CH3:1])[CH2:16][CH:15]1[C:20]([C:22]1[O:23][C:24]2[CH:30]=[CH:29][C:28]([F:31])=[CH:27][C:25]=2[CH:26]=1)=[O:21])=[O:13])[C:5]1[CH:6]=[CH:7][CH:8]=[CH:9][CH:10]=1. The yield is 0.960. (3) The reactants are C([O-])(O)=O.[Na+].[NH:6]1[C:14]2[C:9](=[CH:10][CH:11]=[CH:12][CH:13]=2)[CH2:8][CH2:7]1.[C:15](Cl)(=[O:17])[CH3:16]. The catalyst is C(Cl)Cl. The product is [N:6]1([C:15](=[O:17])[CH3:16])[C:14]2[C:9](=[CH:10][CH:11]=[CH:12][CH:13]=2)[CH2:8][CH2:7]1. The yield is 1.00. (4) The reactants are [Br:1][C:2]1[CH:3]=[C:4]([CH:7]=[CH:8][CH:9]=1)[CH2:5]Br.[CH3:10][S:11]([O-:13])=[O:12].[Na+]. The catalyst is CN(C)C=O. The product is [CH3:10][S:11]([CH2:5][C:4]1[CH:7]=[CH:8][CH:9]=[C:2]([Br:1])[CH:3]=1)(=[O:13])=[O:12]. The yield is 0.670.